The task is: Predict the reactants needed to synthesize the given product.. This data is from Full USPTO retrosynthesis dataset with 1.9M reactions from patents (1976-2016). (1) Given the product [CH2:1]([N:8]1[CH:12]=[C:11]([C:13]2[CH:18]=[C:17]([F:19])[CH:16]=[CH:15][C:14]=2[F:20])[N:10]=[C:9]1[C@@H:21]([CH:35]1[CH2:40][CH2:39][O:38][CH2:37][CH2:36]1)[N:22]([CH2:28][C@H:29]1[C@@H:33]([F:34])[CH2:32][N:31]([C:50]([O:51][CH2:52][C:53]2[CH:58]=[CH:57][C:56]([NH:59][C:60](=[O:91])[C@@H:61]([NH:69][C:70](=[O:90])[C@@H:71]([NH:75][C:76](=[O:89])[CH2:77][CH2:78][CH2:79][CH2:80][CH2:81][N:82]3[C:86](=[O:87])[CH:85]=[CH:84][C:83]3=[O:88])[CH:72]([CH3:73])[CH3:74])[CH2:62][CH2:63][CH2:64][NH:65][C:66]([NH2:68])=[O:67])=[CH:55][CH:54]=2)=[O:92])[CH2:30]1)[C:23](=[O:27])[C@@H:24]([OH:26])[CH3:25])[C:2]1[CH:3]=[CH:4][CH:5]=[CH:6][CH:7]=1, predict the reactants needed to synthesize it. The reactants are: [CH2:1]([N:8]1[CH:12]=[C:11]([C:13]2[CH:18]=[C:17]([F:19])[CH:16]=[CH:15][C:14]=2[F:20])[N:10]=[C:9]1[C@@H:21]([CH:35]1[CH2:40][CH2:39][O:38][CH2:37][CH2:36]1)[N:22]([CH2:28][C@H:29]1[C@@H:33]([F:34])[CH2:32][NH:31][CH2:30]1)[C:23](=[O:27])[C@@H:24]([OH:26])[CH3:25])[C:2]1[CH:7]=[CH:6][CH:5]=[CH:4][CH:3]=1.C(N(C(C)C)C(C)C)C.[C:50](=O)([O:92]C1C=CC([N+]([O-])=O)=CC=1)[O:51][CH2:52][C:53]1[CH:58]=[CH:57][C:56]([NH:59][C:60](=[O:91])[C@@H:61]([NH:69][C:70](=[O:90])[C@@H:71]([NH:75][C:76](=[O:89])[CH2:77][CH2:78][CH2:79][CH2:80][CH2:81][N:82]2[C:86](=[O:87])[CH:85]=[CH:84][C:83]2=[O:88])[CH:72]([CH3:74])[CH3:73])[CH2:62][CH2:63][CH2:64][NH:65][C:66]([NH2:68])=[O:67])=[CH:55][CH:54]=1. (2) Given the product [Br:35][C:36]1[CH:50]=[C:49]([Cl:51])[CH:48]=[CH:47][C:37]=1[CH2:38][O:39][C:40]1[CH:46]=[CH:45][CH:44]=[CH:43][C:41]=1[NH:42][C:21]([C@H:20]1[CH2:24][CH2:25][CH2:26][N:19]1[C:17](=[O:18])[CH2:16][C:13]1[CH:12]=[CH:11][C:10]([N:9]([CH3:8])[CH3:27])=[CH:15][CH:14]=1)=[O:23], predict the reactants needed to synthesize it. The reactants are: CN1CCOCC1.[CH3:8][N:9]([CH3:27])[C:10]1[CH:15]=[CH:14][C:13]([CH2:16][C:17]([N:19]2[CH2:26][CH2:25][CH2:24][C@@H:20]2[C:21]([OH:23])=O)=[O:18])=[CH:12][CH:11]=1.ClC(OCC)=O.Cl.[Br:35][C:36]1[CH:50]=[C:49]([Cl:51])[CH:48]=[CH:47][C:37]=1[CH2:38][O:39][C:40]1[CH:46]=[CH:45][CH:44]=[CH:43][C:41]=1[NH2:42]. (3) Given the product [CH3:9][O:8][C:6](=[O:7])[C:5]1[CH:4]=[CH:3][C:2]([NH:1][CH2:18][C:16]2[S:17][C:13]([CH3:12])=[CH:14][CH:15]=2)=[CH:11][CH:10]=1, predict the reactants needed to synthesize it. The reactants are: [NH2:1][C:2]1[CH:11]=[CH:10][C:5]([C:6]([O:8][CH3:9])=[O:7])=[CH:4][CH:3]=1.[CH3:12][C:13]1[S:17][C:16]([CH:18]=O)=[CH:15][CH:14]=1.C(O[BH-](OC(=O)C)OC(=O)C)(=O)C.[Na+].